Dataset: Drug-target binding data from BindingDB using IC50 measurements. Task: Regression. Given a target protein amino acid sequence and a drug SMILES string, predict the binding affinity score between them. We predict pIC50 (pIC50 = -log10(IC50 in M); higher means more potent). Dataset: bindingdb_ic50. (1) The drug is O=C(O)CNC(=O)C(=O)O. The target protein (P54001) has sequence MIWGVLMMGILLPQCSAHPGFFTSIGQMTDLIHNEKDLVTSLKDYIKAEEDKLEQIKKWAEKLDRLTSTATKDPEGFVGHPVNAFKLMKRLNTEWSELENLILKDMSDGFISNLTIQRQYFPNDEDQVGAAKALFRLQDTYNLDTNTISKGNLPGVKHKSFLTAEDCFELGKVAYTEADYYHTELWMEQALMQLEEGEMSTVDKVSVLDYLSYAVYQQGDLDKALLLTKKLLELDPEHQRANGNLVYFEYIMSKEKDANKSASGDQSDQKTTPKKKGIAVDYLPERQKYEMLCRGEGIKMTPRRQKRLFCRYHDGNRNPKFILAPAKQEDEWDKPRIIRFHDIISDAEIEIVKDLAKPRLSRATVHDPETGKLTTAQYRVSKSAWLSGYEDPVVSRINMRIQDLTGLDVSTAEELQVANYGVGGQYEPHFDFARKDEPDAFRELGTGNRIATWLFYMSDVSAGGATVFPEVGASVWPKKGTAVFWYNLFASGEGDYSTRH.... The pIC50 is 5.5. (2) The compound is COc1cccc(CN2CCC(Nc3nc4ccc(N=C(N)c5cccs5)cc4s3)CC2)c1. The target protein (Q62600) has sequence MGNLKSVGQEPGPPCGLGLGLGLGLCGKQGPASPAPEPSQAPVPPSPTRPAPDHSPPLTRPPDGPKFPRVKNWEVGSITYDTLSAQAQQDGPCTPRRCLGSLVFPRKLQSRPTQGPSPTEQLLGQARDFINQYYNSIKRSGSQAHEQRLQEVEAEVVATGTYQLRESELVFGAKQAWRNAPRCVGRIQWGKLQVFDARDCRTAQEMFTYICNHIKYATNRGNLRSAITVFPQRYAGRGDFRIWNSQLVRYAGYRQQDGSVRGDPANVEITELCIQHGWTPGNGRFDVLPLLLQAPDEPPELFTLPPELVLEVPLEHPTLEWFAALGLRWYALPAVSNMLLEIGGLEFPAAPFSGWYMSSEIGMRDLCDPHRYNILEDVAVCMDLDTRTTSSLWKDKAAVEINVAVLYSYQLAKVTIVDHHAATASFMKHLENEQKARGGCPADWAWIVPPISGSLTPVFHQEMVNYFLSPAFRYQPDPWKGSAAKGTGITRKKTFKEVAN.... The pIC50 is 5.9. (3) The compound is CC(C)[C@H](NC(=O)[C@@H](N)CO)C(=O)N[C@H](C(=O)N[C@@H](Cc1ccccc1)C(=O)N[C@@H](C)C(=O)OCc1ccccc1)C(C)C. The target protein (P11799) has sequence MGDVKLVTSTRVSKTSLTLSPSVPAEAPAFTLPPRNIRVQLGATARFEGKVRGYPEPQITWYRNGHPLPEGDHYVVDHSIRGIFSLVIKGVQEGDSGKYTCEAANDGGVRQVTVELTVEGNSLKKYSLPSSAKTPGGRLSVPPVEHRPSIWGESPPKFATKPNRVVVREGQTGRFSCKITGRPQPQVTWTKGDIHLQQNERFNMFEKTGIQYLEIQNVQLADAGIYTCTVVNSAGKASVSAELTVQGPDKTDTHAQPLCMPPKPTTLATKAIENSDFKQATSNGIAKELKSTSTELMVETKDRLSAKKETFYTSREAKDGKQGQNQEANAVPLQESRGTKGPQVLQKTSSTITLQAVKAQPEPKAEPQTTFIRQAEDRKRTVQPLMTTTTQENPSLTGQVSPRSRETENRAGVRKSVKEEKREPLGIPPQFESRPQSLEASEGQEIKFKSKVSGKPKPDVEWFKEGVPIKTGEGIQIYEEDGTHCLWLKKACLGDSGSYS.... The pIC50 is 4.6. (4) The small molecule is N#CC(C#N)=c1ccc2c(c1)NC1(CCCCC1)N=2. The target protein sequence is DNENVVNEYSSELEKHQLYIDETVNSNIPTNLRVLRSILENLRSKIQKLESDVSAQMEYCRTPCTVSCNIPVVSGKECEEIIRKGGETSEMYLIQPDSSVKPYRVYCDMNTENGGWTVIQNRQDGSVDFGRKWDPYKQGFGNVATNTDGKNYCGLPGEYWLGNDKISQLTRMGPTELLIEMEDWKGDKVKAHYGGFTVQNEANKYQISVNKYRGTAGNALMDGASQLMGENRTMTIHNGMFFSTYDRDNDGWLTSDPRKQCSKEDGGGWWYNRCHAANPNGRYYWGGQYTWDMAKHGTDDGVVWMNWKGSWYSMRKMSMKIRPFFPQQ. The pIC50 is 4.1. (5) The drug is CCCC[C@H](N)C(=O)Nc1cc(C(=O)N[C@@H](Cc2c[nH]c3ccccc23)C(=O)OCc2ccccc2)ccc1N. The target protein (P25085) has sequence MEICWGPYSHLISLLLILLFHSEAACRPSGKRPCKMQAFRIWDTNQKTFYLRNNQLIAGYLQGPNIKLEEKIDMVPIDLHSVFLGIHGGKLCLSCAKSGDDIKLQLEEVNITDLSKNKEEDKRFTFIRSEKGPTTSFESAACPGWFLCTTLEADRPVSLTNTPEEPLIVTKFYFQEDQ. The pIC50 is 7.3. (6) The pIC50 is 4.0. The target protein (Q8K4F2) has sequence MAKFRVRVSTGEACGAGTWDKVSVSIVGTHGESPLVPLDHLGKEFSAGAEEDFEVTLPQDVGTVLMLRIHKAPPEAPLPLLSFPPDAWYCRWFELEWLPGAALRFPCYQWLEGAGELVLREGAAKVSWQDHHRTLQDQRQKELESRKDMYSWKTYIEGWPHCLDHETVKDLDLNIKYSAMKNAKFFFKAQSAFTELKFKGLLDRTGLWRSLREMKRMFNFHNTPAAEYVFAHWQEDAFFASQFLNGLNPVLIRRCRRLPENFPVTDEMVAPVLGPGTSLQAELEKGSLFLVDHGILSGVQTNVINGKPQFSAAPMTLLYQSPGSGPLLPIAIQLKQTPGPDNPIFLPSDDKWDWLLAKTWVRNAEFSIHEALTHLLHAHLIPEVFALATLRQLPHCHPLFKLLIPHTRYTLHINTLARELLIAPGKVVDKSTGLGIGGFSDLIKRNMEQLSYSVLCLPEDIRARDVGDLPGYYYRDDGMQIWSAIRSFVSEIVDIYYPSD.... The drug is O=c1[nH]ccc2cc(F)c(NS(=O)(=O)c3ccc(N4CC[C@@H](O)C4)s3)cc12. (7) The compound is CCCCCCCCCCCCCCCC(=O)c1c(O)oc(CC(=O)Oc2cccc(C(=O)c3ccccc3)c2)c1O. The target protein (P30306) has sequence MEVPLQKSAPGSALSPARVLGGIQRPRHLSVFEFESDGFLGSPEPTASSSPVTTLTQTMHNLAGLGSEPPKAQVGSLSFQNRLADLSLSRRTSECSLSSESSESSDAGLCMDSPSPVDPQMAERTFEQAIQAASRVIQNEQFTIKRFRSLPVRLLEHSPVLQSITNSRALDSWRKTEAGYRAAANSPGEDKENDGYIFKMPQELPHSSSAQALAEWVSRRQAFTQRPSSAPDLMCLTTEWKMEVEELSPVAQSSSLTPVERASEEDDGFVDILESDLKDDEKVPAGMENLISAPLVKKLDKEEEQDLIMFSKCQRLFRSPSMPCSVIRPILKRLERPQDRDVPVQSKRRKSVTPLEEQQLEEPKARVFRSKSLCHEIENILDSDHRGLIGDYSKAFLLQTVDGKHQDLKYISPETMVALLTGKFSNIVEKFVIVDCRYPYEYEGGHIKNAVNLPLERDAETFLLQRPIMPCSLDKRIILIFHCEFSSERGPRMCRFIRER.... The pIC50 is 6.4.